Dataset: Full USPTO retrosynthesis dataset with 1.9M reactions from patents (1976-2016). Task: Predict the reactants needed to synthesize the given product. (1) Given the product [CH3:5][C:3]([N:6]1[C:10]([CH:11]2[CH2:12][CH2:13][NH:14][CH2:15][CH2:16]2)=[CH:9][C:8]([CH3:24])=[N:7]1)([CH3:2])[CH3:4], predict the reactants needed to synthesize it. The reactants are: Cl.[CH3:2][C:3]([N:6]1[C:10]([CH:11]2[CH2:16][CH2:15][N:14](C(OC(C)(C)C)=O)[CH2:13][CH2:12]2)=[CH:9][C:8]([CH3:24])=[N:7]1)([CH3:5])[CH3:4]. (2) Given the product [C:18]([C:17]1[CH:16]=[C:15]([C:20]2[O:24][N:23]=[C:22]([C:25]3[C:26]([CH3:35])=[C:27]4[C:32](=[CH:33][CH:34]=3)[CH2:31][N:30]([C:48]([C@@H:44]([NH:43][C:41](=[O:42])[O:40][C:37]([CH3:39])([CH3:38])[CH3:36])[C@H:45]([OH:46])[CH3:47])=[O:49])[CH2:29][CH2:28]4)[N:21]=2)[CH:14]=[N:13][C:12]=1[O:11][CH:9]([CH3:8])[CH3:10])#[N:19], predict the reactants needed to synthesize it. The reactants are: FC(F)(F)C(O)=O.[CH3:8][CH:9]([O:11][C:12]1[C:17]([C:18]#[N:19])=[CH:16][C:15]([C:20]2[O:24][N:23]=[C:22]([C:25]3[C:26]([CH3:35])=[C:27]4[C:32](=[CH:33][CH:34]=3)[CH2:31][NH:30][CH2:29][CH2:28]4)[N:21]=2)=[CH:14][N:13]=1)[CH3:10].[CH3:36][C:37]([O:40][C:41]([NH:43][C@H:44]([C:48](O)=[O:49])[C@@H:45]([CH3:47])[OH:46])=[O:42])([CH3:39])[CH3:38].CCN(C(C)C)C(C)C.CN(C(ON1N=NC2C=CC=NC1=2)=[N+](C)C)C.F[P-](F)(F)(F)(F)F. (3) Given the product [CH:17]1([CH2:20][O:21][C:22]2[CH:23]=[CH:24][C:25]([CH3:28])=[CH:26][C:27]=2[C:14]2[CH:13]=[CH:12][N:11]=[C:10]3[C:6]([C:4]([O:3][CH2:1][CH3:2])=[O:5])=[C:7]([CH3:16])[NH:8][C:9]=23)[CH2:18][CH2:19]1, predict the reactants needed to synthesize it. The reactants are: [CH2:1]([O:3][C:4]([C:6]1[C:10]2=[N:11][CH:12]=[CH:13][C:14](Cl)=[C:9]2[NH:8][C:7]=1[CH3:16])=[O:5])[CH3:2].[CH:17]1([CH2:20][O:21][C:22]2[CH:27]=[CH:26][C:25]([CH3:28])=[CH:24][C:23]=2B2OC(C)(C)C(C)(C)O2)[CH2:19][CH2:18]1.